From a dataset of Full USPTO retrosynthesis dataset with 1.9M reactions from patents (1976-2016). Predict the reactants needed to synthesize the given product. (1) Given the product [F:36][C:35]([F:38])([F:37])[C:33]([OH:39])=[O:34].[NH:20]1[CH2:21][CH2:22][CH:17]([CH2:16][O:15][C:14]2[CH:13]=[CH:12][C:11]([C:8]3[CH:9]=[CH:10][C:3]4[S:2](=[O:32])(=[O:1])[CH2:6][CH2:5][C:4]=4[CH:7]=3)=[CH:31][CH:30]=2)[CH2:18][CH2:19]1, predict the reactants needed to synthesize it. The reactants are: [O:1]=[S:2]1(=[O:32])[CH2:6][CH2:5][C:4]2[CH:7]=[C:8]([C:11]3[CH:31]=[CH:30][C:14]([O:15][CH2:16][CH:17]4[CH2:22][CH2:21][N:20](C(OC(C)(C)C)=O)[CH2:19][CH2:18]4)=[CH:13][CH:12]=3)[CH:9]=[CH:10][C:3]1=2.[C:33]([OH:39])([C:35]([F:38])([F:37])[F:36])=[O:34]. (2) Given the product [OH:27][CH2:26][CH2:28][NH:29][C:6]([NH:7][C:8]1[S:9][C:10]2[C:16]([C:17]3[CH:18]=[CH:19][CH:20]=[CH:21][CH:22]=3)=[CH:15][CH:14]=[C:13]([O:23][CH3:24])[C:11]=2[N:12]=1)=[O:25], predict the reactants needed to synthesize it. The reactants are: C(O[C:6](=[O:25])[NH:7][C:8]1[S:9][C:10]2[C:16]([C:17]3[CH:22]=[CH:21][CH:20]=[CH:19][CH:18]=3)=[CH:15][CH:14]=[C:13]([O:23][CH3:24])[C:11]=2[N:12]=1)(C)(C)C.[CH2:26]([CH2:28][NH2:29])[OH:27]. (3) Given the product [F:28][C:24]1[CH:23]=[C:22]([S:19]([C:16]2[CH:17]=[CH:18][C:13]([CH:10]3[CH2:11][CH2:12][NH:8][CH2:9]3)=[C:14]([CH:15]=2)[O:29][CH2:30][C:31]([NH:32][CH3:33])=[O:34])(=[O:21])=[O:20])[CH:27]=[CH:26][CH:25]=1, predict the reactants needed to synthesize it. The reactants are: C(OC([N:8]1[CH2:12][CH2:11][CH:10]([C:13]2[CH:18]=[CH:17][C:16]([S:19]([C:22]3[CH:27]=[CH:26][CH:25]=[C:24]([F:28])[CH:23]=3)(=[O:21])=[O:20])=[CH:15][C:14]=2[O:29][CH2:30][C:31](=[O:34])[NH:32][CH3:33])[CH2:9]1)=O)(C)(C)C.Cl. (4) Given the product [NH3:8].[N:13]1[CH:12]=[CH:11][N:8]2[CH:9]=[CH:10][C:5]([CH2:3][OH:2])=[CH:6][C:7]=12, predict the reactants needed to synthesize it. The reactants are: C[O:2][C:3]([C:5]1[CH:10]=[CH:9][N:8]2[CH:11]=[CH:12][N:13]=[C:7]2[CH:6]=1)=O.[BH4-].[Na+]. (5) Given the product [CH3:1][O:2][C:3]([C:5]1[N:40]([C:44]2[CH:43]=[CH:48][CH:47]=[CH:46][CH:45]=2)[C:7]2[C:12]([C:13](=[O:25])[C:14]=1[CH2:15][C:16]1[CH:17]=[N:18][C:19]([C:22](=[O:23])[NH:62][CH2:60][CH3:61])=[CH:20][CH:21]=1)=[CH:11][CH:10]=[C:9]([CH3:26])[N:8]=2)=[O:4], predict the reactants needed to synthesize it. The reactants are: [CH3:1][O:2][C:3]([C:5]1N(C2C=CC=CC=2)[C:7]2[C:12]([C:13](=[O:25])[C:14]=1[CH2:15][C:16]1[CH:17]=[N:18][C:19]([C:22](O)=[O:23])=[CH:20][CH:21]=1)=[CH:11][CH:10]=[C:9]([CH3:26])[N:8]=2)=[O:4].F[P-](F)(F)(F)(F)F.[N:40]1(O[P+](N(C)C)(N(C)C)N(C)C)[C:44]2[CH:45]=[CH:46][CH:47]=[CH:48][C:43]=2N=N1.[CH2:60]([NH2:62])[CH3:61].CCN(C(C)C)C(C)C. (6) Given the product [NH2:8][C@H:9]1[CH2:14][CH2:13][C@H:12]([N:15]([CH2:38][CH3:39])[C:16]2[C:17]([CH3:37])=[C:18]([C:33]([O:35][CH3:36])=[O:34])[CH:19]=[C:20]([C:22]3[CH:27]=[CH:26][C:25]([O:28][CH2:29][CH2:30][O:31][CH3:32])=[CH:24][CH:23]=3)[CH:21]=2)[CH2:11][CH2:10]1, predict the reactants needed to synthesize it. The reactants are: C(OC([NH:8][C@H:9]1[CH2:14][CH2:13][C@H:12]([N:15]([CH2:38][CH3:39])[C:16]2[C:17]([CH3:37])=[C:18]([C:33]([O:35][CH3:36])=[O:34])[CH:19]=[C:20]([C:22]3[CH:27]=[CH:26][C:25]([O:28][CH2:29][CH2:30][O:31][CH3:32])=[CH:24][CH:23]=3)[CH:21]=2)[CH2:11][CH2:10]1)=O)(C)(C)C.C(O)(C(F)(F)F)=O. (7) Given the product [CH3:56][N:55]([CH3:57])[O:54][CH2:53][CH2:52][O:51][C@@H:39]1[C@H:38]([OH:58])[C@@H:37]([CH2:36][OH:35])[O:41][C@H:40]1[N:42]1[CH:49]=[C:48]([CH3:50])[C:46](=[O:47])[NH:45][C:43]1=[O:44], predict the reactants needed to synthesize it. The reactants are: F.F.F.C(N(CC)CC)C.C(N(CC)CC)C.[Si]([O:35][CH2:36][C@H:37]1[O:41][C@@H:40]([N:42]2[CH:49]=[C:48]([CH3:50])[C:46](=[O:47])[NH:45][C:43]2=[O:44])[C@H:39]([O:51][CH2:52][CH2:53][O:54][N:55]([CH3:57])[CH3:56])[C@@H:38]1[OH:58])(C(C)(C)C)(C1C=CC=CC=1)C1C=CC=CC=1.CO. (8) Given the product [CH2:21]([N:25]([CH2:26][CH3:27])[C:2]1[C:3]([CH3:20])=[C:4]([N:9]([CH3:19])[C:10]2[C:15]([CH3:16])=[CH:14][C:13]([CH3:17])=[CH:12][C:11]=2[CH3:18])[N:5]=[C:6]([CH3:8])[N:7]=1)[CH2:22][CH2:23][CH3:24], predict the reactants needed to synthesize it. The reactants are: Cl[C:2]1[N:7]=[C:6]([CH3:8])[N:5]=[C:4]([N:9]([CH3:19])[C:10]2[C:15]([CH3:16])=[CH:14][C:13]([CH3:17])=[CH:12][C:11]=2[CH3:18])[C:3]=1[CH3:20].[CH2:21]([NH:25][CH2:26][CH3:27])[CH2:22][CH2:23][CH3:24]. (9) Given the product [F:13][C:10]([F:11])([F:12])[S:7]([O:6][C:28]1[C:27]2[C:23]([CH3:22])=[C:24]([CH2:33][C:34]3[CH:39]=[CH:38][CH:37]=[C:36]([C:40]([F:43])([F:41])[F:42])[CH:35]=3)[O:25][C:26]=2[CH:31]=[CH:30][CH:29]=1)(=[O:8])=[O:9], predict the reactants needed to synthesize it. The reactants are: FC(F)(F)S([O:6][S:7]([C:10]([F:13])([F:12])[F:11])(=[O:9])=[O:8])(=O)=O.N1C=CC=CC=1.[CH3:22][C:23]1[C:27]2=[C:28](O)[CH:29]=[CH:30][CH:31]=[C:26]2[O:25][C:24]=1[CH2:33][C:34]1[CH:39]=[CH:38][CH:37]=[C:36]([C:40]([F:43])([F:42])[F:41])[CH:35]=1.